From a dataset of Full USPTO retrosynthesis dataset with 1.9M reactions from patents (1976-2016). Predict the reactants needed to synthesize the given product. (1) The reactants are: C[O:2][C:3]1[N:11]([C:12]2[CH:17]=[CH:16][C:15]([C:18]3[N:19]([C:28]4[CH:29]=[N:30][C:31]([CH3:34])=[CH:32][CH:33]=4)[CH:20]=[C:21]([C:23]4[S:24][CH:25]=[CH:26][N:27]=4)[N:22]=3)=[CH:14][CH:13]=2)[C:6]2=[N:7][CH:8]=[CH:9][CH:10]=[C:5]2[N:4]=1.Cl.C([O-])(O)=O.[Na+]. Given the product [CH3:34][C:31]1[N:30]=[CH:29][C:28]([N:19]2[CH:20]=[C:21]([C:23]3[S:24][CH:25]=[CH:26][N:27]=3)[N:22]=[C:18]2[C:15]2[CH:16]=[CH:17][C:12]([N:11]3[C:6]4=[N:7][CH:8]=[CH:9][CH:10]=[C:5]4[NH:4][C:3]3=[O:2])=[CH:13][CH:14]=2)=[CH:33][CH:32]=1, predict the reactants needed to synthesize it. (2) Given the product [Cl:1][C:2]1[CH:3]=[C:4]([CH:42]=[CH:43][CH:44]=1)[CH2:5][N:6]1[C:14]2[C:9](=[CH:10][C:11]([O:15][CH2:16][CH2:17][NH:48][CH:45]([CH3:47])[CH3:46])=[CH:12][CH:13]=2)[C:8]([S:29]([C:32]2[C:41]3[C:36](=[CH:3][CH:2]=[CH:44][CH:43]=3)[CH:35]=[CH:34][CH:33]=2)(=[O:30])=[O:31])=[N:7]1, predict the reactants needed to synthesize it. The reactants are: [Cl:1][C:2]1[CH:3]=[C:4]([CH:42]=[CH:43][CH:44]=1)[CH2:5][N:6]1[C:14]2[C:9](=[CH:10][C:11]([O:15][CH2:16][CH2:17]OS(C3C=CC(C)=CC=3)(=O)=O)=[CH:12][CH:13]=2)[C:8]([S:29]([C:32]2[C:41]3[C:36](=CC=CC=3)[CH:35]=[CH:34][CH:33]=2)(=[O:31])=[O:30])=[N:7]1.[CH:45]([NH2:48])([CH3:47])[CH3:46]. (3) Given the product [NH:1]1[CH:5]=[CH:4][CH:3]=[C:2]1[CH2:6][N:8]1[CH2:13][CH2:12][O:11][CH2:10][CH2:9]1, predict the reactants needed to synthesize it. The reactants are: [NH:1]1[CH:5]=[CH:4][CH:3]=[C:2]1[CH:6]=O.[NH:8]1[CH2:13][CH2:12][O:11][CH2:10][CH2:9]1.C(O[BH-](OC(=O)C)OC(=O)C)(=O)C.[Na+]. (4) Given the product [CH3:13][O:12][C:10]([C:6]1[CH:5]=[C:4]2[C:9](=[CH:8][CH:7]=1)[N:1]([Si:19]([CH:24]([CH3:26])[CH3:25])([CH:21]([CH3:23])[CH3:22])[CH:16]([CH3:18])[CH3:17])[CH:2]=[CH:3]2)=[O:11], predict the reactants needed to synthesize it. The reactants are: [NH:1]1[C:9]2[C:4](=[CH:5][C:6]([C:10]([O:12][CH3:13])=[O:11])=[CH:7][CH:8]=2)[CH:3]=[CH:2]1.[H-].[Na+].[CH:16]([Si:19]([CH:24]([CH3:26])[CH3:25])([CH:21]([CH3:23])[CH3:22])Cl)([CH3:18])[CH3:17]. (5) Given the product [CH:1]([C:4]1[S:5][C:6]([C:16]2([OH:19])[CH2:17][CH2:18][C:13]3([O:12][CH2:11][CH2:10][O:9]3)[CH2:14][CH2:15]2)=[CH:7][N:8]=1)([CH3:3])[CH3:2], predict the reactants needed to synthesize it. The reactants are: [CH:1]([C:4]1[S:5][CH:6]=[CH:7][N:8]=1)([CH3:3])[CH3:2].[O:9]1[C:13]2([CH2:18][CH2:17][C:16](=[O:19])[CH2:15][CH2:14]2)[O:12][CH2:11][CH2:10]1. (6) The reactants are: [CH2:1]([O:3][P:4]([C:9]1[CH:18]=[CH:17][C:16]2[C:11](=[C:12]([C:33]3[C:42]4[C:37](=[CH:38][CH:39]=[CH:40][CH:41]=4)[CH:36]=[CH:35][CH:34]=3)[CH:13]=[C:14]([C:19]3[CH:24]=[CH:23][CH:22]=[C:21]([O:25]CC4C=CC=CC=4)[CH:20]=3)[CH:15]=2)[N:10]=1)(=[O:8])[O:5][CH2:6][CH3:7])[CH3:2]. Given the product [CH2:1]([O:3][P:4]([C:9]1[CH:18]=[CH:17][C:16]2[C:11](=[C:12]([C:33]3[C:42]4[C:37](=[CH:38][CH:39]=[CH:40][CH:41]=4)[CH:36]=[CH:35][CH:34]=3)[CH:13]=[C:14]([C:19]3[CH:24]=[CH:23][CH:22]=[C:21]([OH:25])[CH:20]=3)[CH:15]=2)[N:10]=1)(=[O:8])[O:5][CH2:6][CH3:7])[CH3:2], predict the reactants needed to synthesize it. (7) Given the product [CH3:21][O:22][C:23]1[CH:28]=[CH:27][CH:26]=[CH:25][C:24]=1[NH:29][C:30]1[C:31]([NH:36][C:2]2[CH:14]=[CH:13][C:12]3[C:11]4[C:6](=[CH:7][CH:8]=[CH:9][CH:10]=4)[N:5]([C:15]4[CH:20]=[CH:19][CH:18]=[CH:17][N:16]=4)[C:4]=3[CH:3]=2)=[CH:32][CH:33]=[CH:34][CH:35]=1, predict the reactants needed to synthesize it. The reactants are: Br[C:2]1[CH:14]=[CH:13][C:12]2[C:11]3[C:6](=[CH:7][CH:8]=[CH:9][CH:10]=3)[N:5]([C:15]3[CH:20]=[CH:19][CH:18]=[CH:17][N:16]=3)[C:4]=2[CH:3]=1.[CH3:21][O:22][C:23]1[CH:28]=[CH:27][CH:26]=[CH:25][C:24]=1[NH:29][C:30]1[C:31]([NH2:36])=[CH:32][CH:33]=[CH:34][CH:35]=1.C1(P(C2CCCCC2)C2C=CC=CC=2C2C(OC)=CC=CC=2OC)CCCCC1.CC(C)([O-])C.[Na+]. (8) Given the product [CH3:37][C:38]1[CH:44]=[CH:43][CH:42]=[C:41]([CH3:45])[C:39]=1[NH:40][C:23](=[O:25])[C:22]1[CH:21]=[CH:20][C:19]([NH:18][C:2]2[N:3]=[C:4]([C:12]3[CH:17]=[CH:16][CH:15]=[CH:14][CH:13]=3)[C:5]3[CH:11]=[CH:10][CH:9]=[N:8][C:6]=3[N:7]=2)=[CH:27][CH:26]=1, predict the reactants needed to synthesize it. The reactants are: Cl[C:2]1[N:3]=[C:4]([C:12]2[CH:17]=[CH:16][CH:15]=[CH:14][CH:13]=2)[C:5]2[CH:11]=[CH:10][CH:9]=[N:8][C:6]=2[N:7]=1.[NH2:18][C:19]1[CH:27]=[CH:26][C:22]([C:23]([OH:25])=O)=[CH:21][CH:20]=1.CCN(C(C)C)C(C)C.[CH3:37][C:38]1[CH:44]=[CH:43][CH:42]=[C:41]([CH3:45])[C:39]=1[NH2:40].CN(C(ON1N=NC2C=CC=NC1=2)=[N+](C)C)C.F[P-](F)(F)(F)(F)F.